From a dataset of Catalyst prediction with 721,799 reactions and 888 catalyst types from USPTO. Predict which catalyst facilitates the given reaction. (1) Reactant: [O:1]=[S:2]1(=[O:61])[CH2:7][CH2:6][N:5]([CH2:8][CH2:9][CH2:10][NH:11][CH2:12][C@:13]23[CH2:57][CH2:56][C@@H:55]([C:58]([CH3:60])=[CH2:59])[C@@H:14]2[C@@H:15]2[C@@:28]([CH3:31])([CH2:29][CH2:30]3)[C@@:27]3([CH3:32])[C@@H:18]([C@:19]4([CH3:54])[C@@H:24]([CH2:25][CH2:26]3)[C:23]([CH3:34])([CH3:33])[C:22]([C:35]3[CH2:53][C:37]5([CH2:40][C:39]([C:47]([O:49]C(C)C)=[O:48])([C:41]([O:43]C(C)C)=[O:42])[CH2:38]5)[CH:36]=3)=[CH:21][CH2:20]4)[CH2:17][CH2:16]2)[CH2:4][CH2:3]1.[OH-].[Na+]. Product: [O:61]=[S:2]1(=[O:1])[CH2:7][CH2:6][N:5]([CH2:8][CH2:9][CH2:10][NH:11][CH2:12][C@:13]23[CH2:57][CH2:56][C@@H:55]([C:58]([CH3:60])=[CH2:59])[C@@H:14]2[C@@H:15]2[C@@:28]([CH3:31])([CH2:29][CH2:30]3)[C@@:27]3([CH3:32])[C@@H:18]([C@:19]4([CH3:54])[C@@H:24]([CH2:25][CH2:26]3)[C:23]([CH3:34])([CH3:33])[C:22]([C:35]3[CH2:53][C:37]5([CH2:38][C:39]([C:41]([OH:43])=[O:42])([C:47]([OH:49])=[O:48])[CH2:40]5)[CH:36]=3)=[CH:21][CH2:20]4)[CH2:17][CH2:16]2)[CH2:4][CH2:3]1. The catalyst class is: 169. (2) Reactant: [CH:1]([C:3]1[N:4]([S:14]([N:17]([CH3:19])[CH3:18])(=[O:16])=[O:15])[CH:5]=[C:6]([C:8]2[CH:13]=[CH:12][CH:11]=[CH:10][CH:9]=2)[N:7]=1)=[O:2].[BH4-].[Na+].O. Product: [OH:2][CH2:1][C:3]1[N:4]([S:14]([N:17]([CH3:19])[CH3:18])(=[O:15])=[O:16])[CH:5]=[C:6]([C:8]2[CH:13]=[CH:12][CH:11]=[CH:10][CH:9]=2)[N:7]=1. The catalyst class is: 5. (3) Reactant: [Cl:1][C:2]1[CH:3]=[C:4]([N:8]2[C:12]3[C:13](=[O:24])[N:14]([C:17]4[CH:22]=[CH:21][C:20](I)=[CH:19][CH:18]=4)[CH2:15][CH2:16][C:11]=3[C:10]([S:25]([CH3:28])(=[O:27])=[O:26])=[N:9]2)[CH:5]=[CH:6][CH:7]=1.[C:29]1(=[O:35])[NH:34][CH2:33][CH2:32][CH2:31][CH2:30]1.C(=O)([O-])[O-].[K+].[K+].N1C2C(=CC=C3C=2N=CC=C3)C=CC=1.[OH-].[NH4+]. Product: [Cl:1][C:2]1[CH:3]=[C:4]([N:8]2[C:12]3[C:13](=[O:24])[N:14]([C:17]4[CH:22]=[CH:21][C:20]([N:34]5[CH2:33][CH2:32][CH2:31][CH2:30][C:29]5=[O:35])=[CH:19][CH:18]=4)[CH2:15][CH2:16][C:11]=3[C:10]([S:25]([CH3:28])(=[O:27])=[O:26])=[N:9]2)[CH:5]=[CH:6][CH:7]=1. The catalyst class is: 4. (4) Reactant: [Cl:1][C:2]1[CH:7]=[C:6]([Cl:8])[CH:5]=[CH:4][C:3]=1[N:9]1[CH2:14][CH2:13][CH2:12][C:11]2=[C:15]([CH:19]=[CH2:20])[N:16]([CH3:18])[N:17]=[C:10]12.N(C([O-])=O)=NC([O-])=O.[K+].[K+].C(O)(=O)C. Product: [Cl:1][C:2]1[CH:7]=[C:6]([Cl:8])[CH:5]=[CH:4][C:3]=1[N:9]1[CH2:14][CH2:13][CH2:12][C:11]2=[C:15]([CH2:19][CH3:20])[N:16]([CH3:18])[N:17]=[C:10]12. The catalyst class is: 5. (5) Reactant: Br[C:2]1[CH:3]=[C:4]([NH:13][CH2:14][C:15]2[C:20]([CH3:21])=[CH:19][CH:18]=[CH:17][C:16]=2[CH3:22])[C:5]2[N:6]([C:8]([CH3:12])=[C:9]([CH3:11])[N:10]=2)[CH:7]=1.[NH:23]1[CH:27]=[C:26]([C:28]([O:30][CH2:31][CH3:32])=[O:29])[CH:25]=[N:24]1.N[C@@H]1CCCC[C@H]1N.P([O-])([O-])([O-])=O.[K+].[K+].[K+]. Product: [CH3:22][C:16]1[CH:17]=[CH:18][CH:19]=[C:20]([CH3:21])[C:15]=1[CH2:14][NH:13][C:4]1[C:5]2[N:6]([C:8]([CH3:12])=[C:9]([CH3:11])[N:10]=2)[CH:7]=[C:2]([N:23]2[CH:27]=[C:26]([C:28]([O:30][CH2:31][CH3:32])=[O:29])[CH:25]=[N:24]2)[CH:3]=1. The catalyst class is: 321. (6) Reactant: [C:1]([CH2:3][C:4]([O:6][CH2:7][CH3:8])=[O:5])#[N:2].[ClH:9].[CH2:10]([OH:12])[CH3:11]. Product: [ClH:9].[CH2:10]([O:12][C:1](=[NH:2])[CH2:3][C:4]([O:6][CH2:7][CH3:8])=[O:5])[CH3:11]. The catalyst class is: 22.